This data is from Full USPTO retrosynthesis dataset with 1.9M reactions from patents (1976-2016). The task is: Predict the reactants needed to synthesize the given product. (1) Given the product [NH2:12][C:8]1[CH:9]=[CH:10][CH:11]=[C:2]([F:1])[C:3]=1[C:4]([O:6][CH3:7])=[O:5], predict the reactants needed to synthesize it. The reactants are: [F:1][C:2]1[CH:11]=[CH:10][CH:9]=[C:8]([N+:12]([O-])=O)[C:3]=1[C:4]([O:6][CH3:7])=[O:5]. (2) Given the product [CH2:21]([O:7][C:6](=[O:8])[C:5]1[CH:9]=[CH:10][C:2]([F:1])=[C:3]([C:11]([F:12])([F:13])[F:14])[CH:4]=1)[C:22]1[CH:27]=[CH:26][CH:25]=[CH:24][CH:23]=1, predict the reactants needed to synthesize it. The reactants are: [F:1][C:2]1[CH:10]=[CH:9][C:5]([C:6]([OH:8])=[O:7])=[CH:4][C:3]=1[C:11]([F:14])([F:13])[F:12].C(=O)([O-])[O-].[K+].[K+].[CH2:21](Br)[C:22]1[CH:27]=[CH:26][CH:25]=[CH:24][CH:23]=1.O. (3) Given the product [C:1]([O:5][C:6](=[O:29])[CH:7]([S:8]([N:11]1[CH2:16][CH2:15][CH:14]([O:17][C:18]2[CH:19]=[CH:20][C:21]([S:24][C:25]([F:28])([F:27])[F:26])=[CH:22][CH:23]=2)[CH2:13][CH2:12]1)(=[O:10])=[O:9])[CH2:36][CH2:37][O:38][CH3:39])([CH3:4])([CH3:2])[CH3:3], predict the reactants needed to synthesize it. The reactants are: [C:1]([O:5][C:6](=[O:29])[CH2:7][S:8]([N:11]1[CH2:16][CH2:15][CH:14]([O:17][C:18]2[CH:23]=[CH:22][C:21]([S:24][C:25]([F:28])([F:27])[F:26])=[CH:20][CH:19]=2)[CH2:13][CH2:12]1)(=[O:10])=[O:9])([CH3:4])([CH3:3])[CH3:2].C(=O)([O-])[O-].[K+].[K+].[CH2:36]1O[CH2:36][CH2:37][O:38][CH2:39][CH2:39][O:38][CH2:37][CH2:36]O[CH2:36][CH2:37][O:38][CH2:39][CH2:39][O:38][CH2:37]1.COCCBr.[H-].[Na+]. (4) Given the product [Cl:1][C:2]1[N:7]=[C:6]([I:16])[C:5]([OH:8])=[CH:4][CH:3]=1, predict the reactants needed to synthesize it. The reactants are: [Cl:1][C:2]1[N:7]=[CH:6][C:5]([OH:8])=[CH:4][CH:3]=1.O.C(=O)([O-])[O-].[Na+].[Na+].[I:16]I. (5) Given the product [NH:1]([CH2:2][CH2:3][CH2:4][O:5][C:6]1[CH:7]=[C:8]([C:12]2[CH:17]=[CH:16][C:15]([CH2:18][NH:19][C:20]3[N:21]([C:31]4[N:32]=[CH:33][N:34]=[C:35]([NH2:38])[C:36]=4[N:37]=3)[C@@H:22]3[O:30][C@H:27]([CH2:28][OH:29])[C@@H:25]([OH:26])[C@H:23]3[OH:24])=[CH:14][CH:13]=2)[CH:9]=[CH:10][CH:11]=1)[C:50]([NH2:51])=[NH:49], predict the reactants needed to synthesize it. The reactants are: [NH2:1][CH2:2][CH2:3][CH2:4][O:5][C:6]1[CH:7]=[C:8]([C:12]2[CH:17]=[CH:16][C:15]([CH2:18][NH:19][C:20]3[N:21]([C:31]4[N:32]=[CH:33][N:34]=[C:35]([NH2:38])[C:36]=4[N:37]=3)[C@@H:22]3[O:30][C@H:27]([CH2:28][OH:29])[C@@H:25]([OH:26])[C@H:23]3[OH:24])=[CH:14][CH:13]=2)[CH:9]=[CH:10][CH:11]=1.C(OC([NH:49][C:50](N1C=CC=N1)=[NH:51])=O)C1C=CC=CC=1. (6) The reactants are: [N+](C1C=CC(/C=C/C2N=C(NC3C=CC(OC4C=CN=C([C:32]([F:35])([F:34])[F:33])C=4)=CC=3)N=C(N)C=2)=CC=1)([O-])=O.[N+:37]([C:40]1[CH:45]=[CH:44][C:43](/[CH:46]=[CH:47]\[C:48]2[N:53]=[C:52]([NH2:54])[N:51]=[C:50]([NH:55][C:56]3[CH:61]=[CH:60][C:59]([O:62][C:63]4[CH:68]=[CH:67][N:66]=[C:65]([C:69]([F:72])([F:71])[F:70])[CH:64]=4)=[CH:58][CH:57]=3)[CH:49]=2)=[CH:42][CH:41]=1)([O-])=[O:38].[CH3:73][OH:74]. Given the product [F:33][C:32]([F:35])([F:34])[C:73]([OH:38])=[O:74].[NH2:37][C:40]1[CH:45]=[CH:44][C:43]([CH2:46][CH2:47][C:48]2[N:53]=[C:52]([NH2:54])[N:51]=[C:50]([NH:55][C:56]3[CH:57]=[CH:58][C:59]([O:62][C:63]4[CH:68]=[CH:67][N:66]=[C:65]([C:69]([F:71])([F:72])[F:70])[CH:64]=4)=[CH:60][CH:61]=3)[CH:49]=2)=[CH:42][CH:41]=1, predict the reactants needed to synthesize it. (7) Given the product [C:10]([C:11]1[CH:12]=[C:13]([NH2:14])[N:1]([C:3]2[CH:4]=[N:5][CH:6]=[CH:7][CH:8]=2)[N:2]=1)([CH3:17])([CH3:16])[CH3:9], predict the reactants needed to synthesize it. The reactants are: [NH:1]([C:3]1[CH:4]=[N:5][CH:6]=[CH:7][CH:8]=1)[NH2:2].[CH3:9][C:10]([CH3:17])([CH3:16])[C:11](=O)[CH2:12][C:13]#[N:14].